This data is from Full USPTO retrosynthesis dataset with 1.9M reactions from patents (1976-2016). The task is: Predict the reactants needed to synthesize the given product. (1) Given the product [NH:40]1[CH2:44][CH2:43][C:42]([NH:45][C:46]([CH:48]2[CH2:49][CH2:50][N:51]([C:54]3[CH:63]=[CH:62][CH:61]=[C:60]4[C:55]=3[CH:56]=[CH:57][N:58]=[CH:59]4)[CH2:52][CH2:53]2)=[O:47])=[N:41]1, predict the reactants needed to synthesize it. The reactants are: C1C2C(=C(N3CCC(C(O)=O)CC3)C=CC=2)C=CN=1.BrC1C=CC=C2C=1C=CN=C2.C1(C)C=CC(S([N:40]2[CH2:44][CH2:43][C:42]([NH:45][C:46]([CH:48]3[CH2:53][CH2:52][N:51]([C:54]4[CH:63]=[CH:62][CH:61]=[C:60]5[C:55]=4[CH:56]=[CH:57][N:58]=[CH:59]5)[CH2:50][CH2:49]3)=[O:47])=[N:41]2)(=O)=O)=CC=1.C1(C)C=CC(S(N2CCC(N)=N2)(=O)=O)=CC=1. (2) The reactants are: Br[C:2]1[CH:7]=[CH:6][CH:5]=[CH:4][C:3]=1[CH2:8][C:9]([OH:11])=[O:10].[CH3:12][C:13]1[CH:14]=[C:15]([CH:17]=[CH:18][C:19]=1[Br:20])[NH2:16]. Given the product [CH3:12][C:13]1[CH:14]=[C:15]([NH:16][C:2]2[CH:7]=[CH:6][CH:5]=[CH:4][C:3]=2[CH2:8][C:9]([OH:11])=[O:10])[CH:17]=[CH:18][C:19]=1[Br:20], predict the reactants needed to synthesize it. (3) Given the product [Br:1][C:2]1[CH:8]=[CH:7][C:5]([NH:6][NH2:10])=[C:4]([CH3:9])[CH:3]=1, predict the reactants needed to synthesize it. The reactants are: [Br:1][C:2]1[CH:8]=[CH:7][C:5]([NH2:6])=[C:4]([CH3:9])[CH:3]=1.[N:10]([O-])=O.[Na+].Cl[Sn]Cl.[OH-].[Na+]. (4) Given the product [CH:27]([O:26][C:24]1[N:23]=[C:22]([N:30]2[CH2:31][CH2:32][O:33][CH2:34][CH2:35]2)[N:21]=[C:20]([C:17]2[CH:16]=[CH:15][C:14]([NH:13][C:12]([NH:11][C:9]3[CH:8]=[CH:7][C:3]([C:4]([N:41]4[CH2:42][CH2:43][N:38]([CH3:37])[CH2:39][CH2:40]4)=[O:6])=[CH:2][CH:10]=3)=[O:36])=[CH:19][CH:18]=2)[N:25]=1)([CH3:28])[CH3:29], predict the reactants needed to synthesize it. The reactants are: C[C:2]1[CH:10]=[C:9]([NH:11][C:12](=[O:36])[NH:13][C:14]2[CH:19]=[CH:18][C:17]([C:20]3[N:25]=[C:24]([O:26][CH:27]([CH3:29])[CH3:28])[N:23]=[C:22]([N:30]4[CH2:35][CH2:34][O:33][CH2:32][CH2:31]4)[N:21]=3)=[CH:16][CH:15]=2)[CH:8]=[CH:7][C:3]=1[C:4]([OH:6])=O.[CH3:37][N:38]1[CH2:43][CH2:42][NH:41][CH2:40][CH2:39]1. (5) Given the product [C:2]([C:7]1[O:11][C:10]([CH2:12][N:13]2[N:17]=[C:16]([NH:18][C:31]([C:27]3[N:28]=[CH:29][O:30][C:26]=3[C:22]3[CH:23]=[CH:24][CH:25]=[C:20]([F:19])[CH:21]=3)=[O:32])[CH:15]=[N:14]2)=[CH:9][CH:8]=1)(=[O:6])[CH3:1], predict the reactants needed to synthesize it. The reactants are: [CH3:1][C:2]1([C:7]2[O:11][C:10]([CH2:12][N:13]3[N:17]=[C:16]([NH2:18])[CH:15]=[N:14]3)=[CH:9][CH:8]=2)[O:6]CCO1.[F:19][C:20]1[CH:21]=[C:22]([C:26]2[O:30][CH:29]=[N:28][C:27]=2[C:31](O)=[O:32])[CH:23]=[CH:24][CH:25]=1. (6) Given the product [CH3:17][O:18][C:19](=[O:34])[C@H:20]([CH2:29][CH2:30][CH2:31][CH2:32][NH2:33])[N:21]([C:13](=[O:15])[C@H:11]([CH3:12])[NH:10][C:8](=[O:9])[CH2:7][C:1]1[CH:2]=[CH:3][CH:4]=[CH:5][CH:6]=1)[C:22]([O:24][C:25]([CH3:28])([CH3:26])[CH3:27])=[O:23], predict the reactants needed to synthesize it. The reactants are: [C:1]1([CH2:7][C:8]([NH:10][C@H:11]([C:13]([OH:15])=O)[CH3:12])=[O:9])[CH:6]=[CH:5][CH:4]=[CH:3][CH:2]=1.Cl.[CH3:17][O:18][C:19](=[O:34])[C@H:20]([CH2:29][CH2:30][CH2:31][CH2:32][NH2:33])[NH:21][C:22]([O:24][C:25]([CH3:28])([CH3:27])[CH3:26])=[O:23]. (7) Given the product [C:2]([O:27][C@@H:21]([C:3]1[C:2]([CH3:1])=[C:11]([CH3:12])[C:10]2[C:5](=[CH:6][CH:7]=[CH:8][CH:9]=2)[C:4]=1[O:13][S:14]([C:17]([F:19])([F:20])[F:18])(=[O:15])=[O:16])[C:22]([O:24][CH2:25][CH3:26])=[O:23])([CH3:3])([CH3:11])[CH3:1], predict the reactants needed to synthesize it. The reactants are: [CH3:1][C:2]1[C:3]([C@H:21]([OH:27])[C:22]([O:24][CH2:25][CH3:26])=[O:23])=[C:4]([O:13][S:14]([C:17]([F:20])([F:19])[F:18])(=[O:16])=[O:15])[C:5]2[C:10]([C:11]=1[CH3:12])=[CH:9][CH:8]=[CH:7][CH:6]=2.Cl(O)(=O)(=O)=O.